From a dataset of Forward reaction prediction with 1.9M reactions from USPTO patents (1976-2016). Predict the product of the given reaction. (1) The product is: [Cl:1][C:2]1[NH:10][C:9]2[C:8](=[O:14])[N:7]([CH2:26][C:27]#[N:28])[C:6](=[O:15])[N:5]([CH2:16][CH2:17][CH3:18])[C:4]=2[N:3]=1. Given the reactants [Cl:1][C:2]1[N:10](CC=C)[C:9]2[C:8](=[O:14])[NH:7][C:6](=[O:15])[N:5]([CH2:16][CH2:17][CH3:18])[C:4]=2[N:3]=1.C(=O)([O-])[O-].[Cs+].[Cs+].Br[CH2:26][C:27]#[N:28].N1CCOCC1.Cl, predict the reaction product. (2) The product is: [Cl:1][C:2]1[C:10]([N+:11]([O-:13])=[O:12])=[CH:9][CH:8]=[CH:7][C:3]=1[C:4]([NH2:20])=[O:5]. Given the reactants [Cl:1][C:2]1[C:10]([N+:11]([O-:13])=[O:12])=[CH:9][CH:8]=[CH:7][C:3]=1[C:4](O)=[O:5].C(Cl)(=O)C(Cl)=O.[NH4+:20].[OH-], predict the reaction product. (3) The product is: [F:36][C:37]1[CH:38]=[CH:39][C:40]([C:43](=[O:50])[CH:44]([CH2:11][C:7]2[CH:8]=[CH:9][CH:10]=[C:5]([O:4][CH2:3][C:2]([F:15])([F:1])[CH:12]([F:13])[F:14])[CH:6]=2)[C:45]([O:47][CH2:48][CH3:49])=[O:46])=[CH:41][CH:42]=1. Given the reactants [F:1][C:2]([F:15])([CH:12]([F:14])[F:13])[CH2:3][O:4][C:5]1[CH:6]=[C:7]([CH3:11])[CH:8]=[CH:9][CH:10]=1.BrN1C(=O)CCC1=O.N(C(C)(C)C#N)=NC(C)(C)C#N.[F:36][C:37]1[CH:42]=[CH:41][C:40]([C:43](=[O:50])[CH2:44][C:45]([O:47][CH2:48][CH3:49])=[O:46])=[CH:39][CH:38]=1.[H-].[Na+].C(Br)(Br)Br, predict the reaction product. (4) Given the reactants [C:1]([O:5][C:6]([NH:8][CH2:9][CH2:10][CH2:11][N:12]1[C:20]([C:21]([O:23][CH3:24])=[O:22])=[C:19]2[C:14]([C:15]3[CH:28]=[C:27]([C:29]4[CH:34]=[CH:33][CH:32]=[C:31]([N+:35]([O-:37])=[O:36])[CH:30]=4)[C:26]([O:38][CH3:39])=[CH:25][C:16]=3[CH2:17][CH2:18]2)=[N:13]1)=[O:7])([CH3:4])([CH3:3])[CH3:2].C(C1C(=O)C(Cl)=C(Cl)C(=O)C=1C#N)#N, predict the reaction product. The product is: [C:1]([O:5][C:6]([NH:8][CH2:9][CH2:10][CH2:11][N:12]1[C:20]([C:21]([O:23][CH3:24])=[O:22])=[C:19]2[C:14]([C:15]3[CH:28]=[C:27]([C:29]4[CH:34]=[CH:33][CH:32]=[C:31]([N+:35]([O-:37])=[O:36])[CH:30]=4)[C:26]([O:38][CH3:39])=[CH:25][C:16]=3[CH:17]=[CH:18]2)=[N:13]1)=[O:7])([CH3:3])([CH3:4])[CH3:2]. (5) Given the reactants Cl[C:2]1[C:7]([Cl:8])=[N:6][CH:5]=[CH:4][N:3]=1.[CH3:9][N:10]1[CH:14]=[C:13](B2OC(C)(C)C(C)(C)O2)[CH:12]=[N:11]1.C([O-])([O-])=O.[Na+].[Na+].COCCOC, predict the reaction product. The product is: [Cl:8][C:7]1[C:2]([C:13]2[CH:12]=[N:11][N:10]([CH3:9])[CH:14]=2)=[N:3][CH:4]=[CH:5][N:6]=1. (6) Given the reactants Cl[C:2]1[CH:7]=[CH:6][N:5]=[C:4]([NH:8][C:9]2[CH:14]=[CH:13][N:12]=[C:11]([CH3:15])[N:10]=2)[CH:3]=1.[CH3:16][C:17]1([CH3:33])[C:21]([CH3:23])([CH3:22])[O:20][B:19]([B:19]2[O:20][C:21]([CH3:23])([CH3:22])[C:17]([CH3:33])([CH3:16])[O:18]2)[O:18]1.CC([O-])=O.[K+], predict the reaction product. The product is: [CH3:15][C:11]1[N:10]=[C:9]([NH:8][C:4]2[CH:3]=[C:2]([B:19]3[O:20][C:21]([CH3:23])([CH3:22])[C:17]([CH3:33])([CH3:16])[O:18]3)[CH:7]=[CH:6][N:5]=2)[CH:14]=[CH:13][N:12]=1. (7) Given the reactants [Cl:1][C:2]1[CH:3]=[C:4]2[C:8](=[CH:9][CH:10]=1)[NH:7][C:6]([NH:11]N)=[C:5]2[S:13]([C:16]1[CH:21]=[CH:20][CH:19]=[CH:18][CH:17]=1)(=[O:15])=[O:14], predict the reaction product. The product is: [Cl:1][C:2]1[CH:3]=[C:4]2[C:8](=[CH:9][CH:10]=1)[NH:7][C:6]([NH2:11])=[C:5]2[S:13]([C:16]1[CH:21]=[CH:20][CH:19]=[CH:18][CH:17]=1)(=[O:15])=[O:14]. (8) Given the reactants C([O:8][C:9]1[C:21]([F:22])=[CH:20][C:12]([C:13]([O:15][C:16]([CH3:19])([CH3:18])[CH3:17])=[O:14])=[C:11]([F:23])[CH:10]=1)C1C=CC=CC=1, predict the reaction product. The product is: [F:23][C:11]1[CH:10]=[C:9]([OH:8])[C:21]([F:22])=[CH:20][C:12]=1[C:13]([O:15][C:16]([CH3:19])([CH3:18])[CH3:17])=[O:14]. (9) Given the reactants [N:1]1([C:10]([O:12][CH2:13][C:14]2[CH:19]=[CH:18][CH:17]=[CH:16][CH:15]=2)=[O:11])[CH2:5][CH2:4][C@@H:3]([C:6]([O:8]C)=[O:7])[NH:2]1.C(O)(=O)CC(CC(O)=O)(C(O)=O)O, predict the reaction product. The product is: [C:14]1([CH2:13][O:12][C:10]([N:1]2[CH2:5][CH2:4][C@@H:3]([C:6]([OH:8])=[O:7])[NH:2]2)=[O:11])[CH:19]=[CH:18][CH:17]=[CH:16][CH:15]=1.